This data is from Forward reaction prediction with 1.9M reactions from USPTO patents (1976-2016). The task is: Predict the product of the given reaction. Given the reactants [CH3:1][C:2]1([CH3:11])[CH2:7][CH:6]([OH:8])[CH2:5][C:4]([CH3:10])([CH3:9])[NH:3]1.[C:12](OC)(=[O:19])[CH2:13][CH2:14][CH2:15][CH2:16][CH2:17][CH3:18].C(=O)([O-])[O-].[K+].[K+].N#N.[ClH:30], predict the reaction product. The product is: [CH3:18][CH2:17][CH2:16][CH2:15][CH2:14][CH2:13][C:12]([O:8][CH:6]1[CH2:5][C:4]([CH3:10])([CH3:9])[NH:3][C:2]([CH3:11])([CH3:1])[CH2:7]1)=[O:19].[ClH:30].